Dataset: Forward reaction prediction with 1.9M reactions from USPTO patents (1976-2016). Task: Predict the product of the given reaction. (1) Given the reactants N[C:2]1[C:7]2[N:8]([CH2:12][CH2:13][CH2:14][C:15]([O:17][CH2:18][CH3:19])=[O:16])[C:9](=[O:11])[NH:10][C:6]=2[CH:5]=[CH:4][CH:3]=1.N([O-])=O.[Na+].C(=O)([O-])O.[Na+].C(=O)([O-])[O-].[K+].[K+].[BrH:35], predict the reaction product. The product is: [Br:35][C:2]1[C:7]2[N:8]([CH2:12][CH2:13][CH2:14][C:15]([O:17][CH2:18][CH3:19])=[O:16])[C:9](=[O:11])[NH:10][C:6]=2[CH:5]=[CH:4][CH:3]=1. (2) Given the reactants [Br:1][C:2]1[CH:3]=[N:4][C:5]2[N:6]([N:8]=[C:9]([C:11]([OH:13])=O)[CH:10]=2)[CH:7]=1.[CH3:14][CH:15]1[C:24]2[C:19](=[CH:20][C:21]([N:25]3[CH2:30][CH2:29][O:28][CH2:27][CH2:26]3)=[CH:22][CH:23]=2)[CH2:18][CH2:17][NH:16]1, predict the reaction product. The product is: [Br:1][C:2]1[CH:3]=[N:4][C:5]2[N:6]([N:8]=[C:9]([C:11]([N:16]3[CH2:17][CH2:18][C:19]4[C:24](=[CH:23][CH:22]=[C:21]([N:25]5[CH2:30][CH2:29][O:28][CH2:27][CH2:26]5)[CH:20]=4)[CH:15]3[CH3:14])=[O:13])[CH:10]=2)[CH:7]=1.